From a dataset of Peptide-MHC class I binding affinity with 185,985 pairs from IEDB/IMGT. Regression. Given a peptide amino acid sequence and an MHC pseudo amino acid sequence, predict their binding affinity value. This is MHC class I binding data. The peptide sequence is ALAAATPMV. The binding affinity (normalized) is 0.839. The MHC is HLA-A02:01 with pseudo-sequence HLA-A02:01.